Dataset: Forward reaction prediction with 1.9M reactions from USPTO patents (1976-2016). Task: Predict the product of the given reaction. (1) The product is: [CH3:1][O:2][C:3]([NH:5][C@@H:6]([CH:56]([CH3:58])[CH3:57])[C:7]([N:9]1[CH2:13][CH2:12][CH2:11][C@H:10]1[C:14]1[NH:15][C:16]([C:19]2[CH:24]=[CH:23][C:22]([C:25]3[CH:26]=[C:27]4[C:50](=[CH:51][CH:52]=3)[C:31]3[NH:32][C:33]([C@@H:35]5[CH2:39][C@H:38]([CH2:40][O:41][CH3:42])[CH2:37][N:36]5[C:66](=[O:68])[C@H:65]([NH:64][C:62](=[O:63])[O:61][CH3:60])[C:69]5[CH:74]=[CH:73][CH:72]=[CH:71][CH:70]=5)=[N:34][C:30]=3[CH:29]=[CH:28]4)=[C:21]([C:53]#[C:54][CH3:55])[CH:20]=2)=[CH:17][N:18]=1)=[O:8])=[O:4]. Given the reactants [CH3:1][O:2][C:3]([NH:5][C@@H:6]([CH:56]([CH3:58])[CH3:57])[C:7]([N:9]1[CH2:13][CH2:12][CH2:11][C@H:10]1[C:14]1[NH:15][C:16]([C:19]2[CH:24]=[CH:23][C:22]([C:25]3[CH:26]=[C:27]4[C:50](=[CH:51][CH:52]=3)[C:31]3[NH:32][C:33]([C@@H:35]5[CH2:39][C@H:38]([CH2:40][O:41][CH3:42])[CH2:37][N:36]5C(OC(C)(C)C)=O)=[N:34][C:30]=3[CH:29]=[CH:28]4)=[C:21]([C:53]#[C:54][CH3:55])[CH:20]=2)=[CH:17][N:18]=1)=[O:8])=[O:4].Cl.[CH3:60][O:61][C:62]([NH:64][C@H:65]([C:69]1[CH:74]=[CH:73][CH:72]=[CH:71][CH:70]=1)[C:66]([OH:68])=O)=[O:63].CCOC(C(C#N)=NOC(N1CCOCC1)=[N+](C)C)=O.F[P-](F)(F)(F)(F)F.CCN(C(C)C)C(C)C, predict the reaction product. (2) Given the reactants [Cl:1][C:2]1[CH:34]=[CH:33][CH:32]=[C:31]([C:35]([F:38])([F:37])[F:36])[C:3]=1[C:4]([N:6]1[C:14]2[C:9](=[N:10][CH:11]=[C:12]([NH:15][CH2:16][CH2:17][O:18][CH3:19])[CH:13]=2)[C:8]([C:20]2[CH:29]=[CH:28][C:23]([C:24]([O:26]C)=[O:25])=[CH:22][C:21]=2[F:30])=[N:7]1)=[O:5].O[Li].O, predict the reaction product. The product is: [Cl:1][C:2]1[CH:34]=[CH:33][CH:32]=[C:31]([C:35]([F:36])([F:37])[F:38])[C:3]=1[C:4]([N:6]1[C:14]2[C:9](=[N:10][CH:11]=[C:12]([NH:15][CH2:16][CH2:17][O:18][CH3:19])[CH:13]=2)[C:8]([C:20]2[CH:29]=[CH:28][C:23]([C:24]([OH:26])=[O:25])=[CH:22][C:21]=2[F:30])=[N:7]1)=[O:5]. (3) Given the reactants [C:1]([C:3]1[CH:11]=[CH:10][C:6]([C:7]([OH:9])=[O:8])=[CH:5][N:4]=1)#[N:2].O.[CH3:13]O, predict the reaction product. The product is: [CH3:13][O:8][C:7](=[O:9])[C:6]1[CH:10]=[CH:11][C:3]([C:1]#[N:2])=[N:4][CH:5]=1.